From a dataset of Full USPTO retrosynthesis dataset with 1.9M reactions from patents (1976-2016). Predict the reactants needed to synthesize the given product. (1) Given the product [CH2:11]([CH:10]1[C:4]2[CH:3]=[CH:2][N:7]=[CH:6][C:5]=2[C:8](=[C:13]2[C:21]3[C:16](=[CH:17][CH:18]=[C:19]([F:22])[CH:20]=3)[NH:15][C:14]2=[O:23])[O:9]1)[CH3:12], predict the reactants needed to synthesize it. The reactants are: Cl[C:2]1[N:7]=[CH:6][C:5]2[C:8](=[C:13]3[C:21]4[C:16](=[CH:17][CH:18]=[C:19]([F:22])[CH:20]=4)[NH:15][C:14]3=[O:23])[O:9][CH:10]([CH2:11][CH3:12])[C:4]=2[CH:3]=1.C([O-])=O.[NH4+]. (2) Given the product [Cl:3][C:4]1[CH:12]=[C:11]2[C:7]([C:8]([C:13]3[N:14]([CH2:24][C:25]4[CH:26]=[CH:27][C:28]([Cl:31])=[CH:29][CH:30]=4)[CH:15]=[N:16][C:17]=3[C:18]3[CH:23]=[CH:22][CH:21]=[CH:20][CH:19]=3)=[CH:9][N:10]2[S:32]([C:35]2[CH:41]=[CH:40][C:38]([CH3:39])=[CH:37][CH:36]=2)(=[O:34])=[O:33])=[CH:6][CH:5]=1, predict the reactants needed to synthesize it. The reactants are: [H-].[Na+].[Cl:3][C:4]1[CH:12]=[C:11]2[C:7]([C:8]([C:13]3[N:14]([CH2:24][C:25]4[CH:30]=[CH:29][C:28]([Cl:31])=[CH:27][CH:26]=4)[CH:15]=[N:16][C:17]=3[C:18]3[CH:23]=[CH:22][CH:21]=[CH:20][CH:19]=3)=[CH:9][NH:10]2)=[CH:6][CH:5]=1.[S:32](Cl)([C:35]1[CH:41]=[CH:40][C:38]([CH3:39])=[CH:37][CH:36]=1)(=[O:34])=[O:33]. (3) Given the product [Si:7]([O:6][CH2:5][CH2:4][CH2:3][CH:27]([C:24]1[O:25][C:26]2[C:18]([O:17][CH3:16])=[CH:19][CH:20]=[CH:21][C:22]=2[CH:23]=1)[OH:28])([C:10]([CH3:13])([CH3:12])[CH3:11])([CH3:9])[CH3:8], predict the reactants needed to synthesize it. The reactants are: [Mg].Br[CH2:3][CH2:4][CH2:5][O:6][Si:7]([C:10]([CH3:13])([CH3:12])[CH3:11])([CH3:9])[CH3:8].II.[CH3:16][O:17][C:18]1[C:26]2[O:25][C:24]([CH:27]=[O:28])=[CH:23][C:22]=2[CH:21]=[CH:20][CH:19]=1.